From a dataset of Full USPTO retrosynthesis dataset with 1.9M reactions from patents (1976-2016). Predict the reactants needed to synthesize the given product. (1) Given the product [C:21]([C:18]1[N:4]2[CH:5]=[C:6]([C:8]3[CH:13]=[CH:12][C:11]([C:14]([F:16])([F:17])[F:15])=[CH:10][CH:9]=3)[CH:7]=[C:2]([CH3:1])[C:3]2=[N:20][CH:19]=1)#[CH:22], predict the reactants needed to synthesize it. The reactants are: [CH3:1][C:2]1[C:3]2[N:4]([C:18]([C:21]#[C:22][Si](C)(C)C)=[CH:19][N:20]=2)[CH:5]=[C:6]([C:8]2[CH:13]=[CH:12][C:11]([C:14]([F:17])([F:16])[F:15])=[CH:10][CH:9]=2)[CH:7]=1.C([O-])([O-])=O.[K+].[K+]. (2) Given the product [Cl:1][C:2]1[C:7]([S:8]([N:11]([O:14][CH2:15][CH2:33][O:34][CH3:35])[CH3:12])(=[O:10])=[O:9])=[C:6]([OH:16])[C:5]([NH:17][C:18]2[C:21](=[O:22])[C:20](=[O:23])[C:19]=2[O:24][CH2:25][CH3:26])=[CH:4][CH:3]=1, predict the reactants needed to synthesize it. The reactants are: [Cl:1][C:2]1[C:7]([S:8]([N:11]([O:14][CH3:15])[CH2:12]C)(=[O:10])=[O:9])=[C:6]([OH:16])[C:5]([NH:17][C:18]2[C:21](=[O:22])[C:20](=[O:23])[C:19]=2[O:24][CH2:25][CH3:26])=[CH:4][CH:3]=1.Cl.C(NOC)C.[CH3:33][O:34][CH2:35]CONC.